From a dataset of Full USPTO retrosynthesis dataset with 1.9M reactions from patents (1976-2016). Predict the reactants needed to synthesize the given product. The reactants are: [Cl:1][C:2]1[N:7]=[C:6]([N:8]2[CH2:12][CH2:11][C@:10]([CH:15]3[CH2:17][CH2:16]3)([C:13]#[N:14])[C:9]2=[O:18])[CH:5]=[CH:4][N:3]=1.[NH2:19][C:20]1[CH:21]=[N:22][N:23]([CH2:25][C:26]([NH:28][CH3:29])=[O:27])[CH:24]=1.C(O)(=O)C. Given the product [ClH:1].[C:13]([C@@:10]1([CH:15]2[CH2:17][CH2:16]2)[CH2:11][CH2:12][N:8]([C:6]2[CH:5]=[CH:4][N:3]=[C:2]([NH:19][C:20]3[CH:21]=[N:22][N:23]([CH2:25][C:26]([NH:28][CH3:29])=[O:27])[CH:24]=3)[N:7]=2)[C:9]1=[O:18])#[N:14], predict the reactants needed to synthesize it.